Dataset: Reaction yield outcomes from USPTO patents with 853,638 reactions. Task: Predict the reaction yield, written as a fraction of the theoretical maximum amount of product (1.0 means a 100% yield; for example, 0.34 means a 34% yield). (1) The reactants are [CH3:1][C:2]1[C:10]2[C:5](=[N:6][CH:7]=[CH:8][CH:9]=2)[N:4]([C:11]([O:13][C:14]([CH3:17])([CH3:16])[CH3:15])=[O:12])[N:3]=1.C1C(=O)N([Br:25])C(=O)C1.CC(N=NC(C#N)(C)C)(C#N)C. The catalyst is FC(C1C=CC=CC=1)(F)F. The product is [Br:25][CH2:1][C:2]1[C:10]2[C:5](=[N:6][CH:7]=[CH:8][CH:9]=2)[N:4]([C:11]([O:13][C:14]([CH3:17])([CH3:16])[CH3:15])=[O:12])[N:3]=1. The yield is 0.0830. (2) The reactants are Cl.Cl.[NH2:3][CH2:4][C@@:5]1([OH:13])[CH:10]2[CH2:11][CH2:12][N:7]([CH2:8][CH2:9]2)[CH2:6]1.[C:14]([O-])([O-])=[O:15].[Cs+].[Cs+].[N:20]([C:23]1[CH:28]=[C:27](C2C=CC=C(OC)C=2)[N:26]=[CH:25][N:24]=1)=[C:21]=S.C(N=C=NC(C)C)(C)C. The catalyst is CN(C)C=O. The product is [CH3:14][O:15][C:27]1[N:26]=[CH:25][N:24]=[C:23]([NH:20][C:21]2[O:13][C@:5]3([CH2:4][N:3]=2)[CH:10]2[CH2:9][CH2:8][N:7]([CH2:12][CH2:11]2)[CH2:6]3)[CH:28]=1. The yield is 0.500. (3) The reactants are [O:1]1[CH2:6][CH2:5][CH:4]([CH2:7]OS(C2C=CC(C)=CC=2)(=O)=O)[CH2:3][CH2:2]1.[C:19]([O-:22])(=[S:21])[CH3:20].[K+].O. The catalyst is CC(CC(C)C)=O. The product is [O:1]1[CH2:2][CH2:3][CH:4]([CH2:7][S:21][C:19](=[O:22])[CH3:20])[CH2:5][CH2:6]1. The yield is 0.960. (4) The catalyst is CN(C1C=CN=CC=1)C.CN(C=O)C.CCOC(C)=O.Cl. The product is [F:1][C:2]1[CH:3]=[CH:4][C:5]([CH:8]2[CH2:13][C:12](=[O:14])[NH:11][C:10]([CH3:15])=[C:9]2[C:16]([NH:28][C:24]2[CH:23]=[C:22]3[C:27](=[CH:26][CH:25]=2)[NH:19][N:20]=[CH:21]3)=[O:18])=[CH:6][CH:7]=1. The yield is 0.130. The reactants are [F:1][C:2]1[CH:7]=[CH:6][C:5]([CH:8]2[CH2:13][C:12](=[O:14])[NH:11][C:10]([CH3:15])=[C:9]2[C:16]([OH:18])=O)=[CH:4][CH:3]=1.[NH:19]1[C:27]2[C:22](=[CH:23][C:24]([NH2:28])=[CH:25][CH:26]=2)[CH:21]=[N:20]1.C(Cl)CCl.CCN(CC)CC. (5) The reactants are [CH3:1][S:2]([C:5]1[CH:10]=[CH:9][C:8]([C:11](=O)[CH:12]=[CH:13][C:14](=O)[CH3:15])=[CH:7][CH:6]=1)(=[O:4])=[O:3].[O:18]1[CH:22]=[CH:21][CH:20]=[C:19]1[C:23]1[CH:29]=[CH:28][C:26]([NH2:27])=[CH:25][CH:24]=1.O.C1(C)C=CC(S(O)(=O)=O)=CC=1. The catalyst is C1(C)C=CC=CC=1. The product is [O:18]1[CH:22]=[CH:21][CH:20]=[C:19]1[C:23]1[CH:29]=[CH:28][C:26]([N:27]2[C:11]([C:8]3[CH:9]=[CH:10][C:5]([S:2]([CH3:1])(=[O:4])=[O:3])=[CH:6][CH:7]=3)=[CH:12][CH:13]=[C:14]2[CH3:15])=[CH:25][CH:24]=1. The yield is 0.243. (6) The reactants are [CH:1]([C:3]1[S:7][C:6]([N:8]2[CH2:13][CH2:12][N:11]([C:14]([O:16][C:17]([CH3:20])([CH3:19])[CH3:18])=[O:15])[CH2:10][CH2:9]2)=[CH:5][CH:4]=1)=[O:2].[OH-:21].[Na+]. The catalyst is C(O)C.O.[N+]([O-])([O-])=O.[Ag+]. The product is [C:17]([O:16][C:14]([N:11]1[CH2:12][CH2:13][N:8]([C:6]2[S:7][C:3]([C:1]([OH:21])=[O:2])=[CH:4][CH:5]=2)[CH2:9][CH2:10]1)=[O:15])([CH3:20])([CH3:19])[CH3:18]. The yield is 0.710. (7) The reactants are CCCCCC.[Br:7][C:8]1[N:9]=[CH:10][N:11]([CH3:13])[CH:12]=1.CN([CH:17]=[O:18])C.O. The catalyst is C(OCC)C. The product is [Br:7][C:8]1[N:9]=[C:10]([CH:17]=[O:18])[N:11]([CH3:13])[CH:12]=1. The yield is 0.617. (8) The reactants are [CH3:1][CH:2](O)[CH2:3][CH:4]=[CH2:5].[C:7]1(=[O:17])[NH:11][C:10](=[O:12])[C:9]2=[CH:13][CH:14]=[CH:15][CH:16]=[C:8]12.C1(P(C2C=CC=CC=2)C2C=CC=CC=2)C=CC=CC=1.N(C(OCC)=O)=NC(OCC)=O. The catalyst is C1COCC1.O. The yield is 0.702. The product is [CH2:1]=[CH:2][CH2:3][CH:4]([N:11]1[C:7](=[O:17])[C:8]2=[CH:16][CH:15]=[CH:14][CH:13]=[C:9]2[C:10]1=[O:12])[CH3:5]. (9) The reactants are [Cl:1][C:2]1[C:3]([F:44])=[C:4]([C@@H:8]2[C@:12]([C:15]3[CH:20]=[CH:19][C:18]([Cl:21])=[CH:17][C:16]=3[F:22])([C:13]#[N:14])[C@H:11]([CH2:23][C:24]([CH3:27])([CH3:26])[CH3:25])[NH:10][C@H:9]2[C:28]([NH:30][C:31]2[CH:36]=[CH:35][C:34]([CH2:37][CH2:38][CH2:39][C:40]([O:42]C)=[O:41])=[CH:33][CH:32]=2)=[O:29])[CH:5]=[CH:6][CH:7]=1.O.[OH-].[Li+].Cl. The catalyst is C1COCC1.O. The product is [Cl:1][C:2]1[C:3]([F:44])=[C:4]([C@@H:8]2[C@:12]([C:15]3[CH:20]=[CH:19][C:18]([Cl:21])=[CH:17][C:16]=3[F:22])([C:13]#[N:14])[C@H:11]([CH2:23][C:24]([CH3:27])([CH3:26])[CH3:25])[NH:10][C@H:9]2[C:28]([NH:30][C:31]2[CH:32]=[CH:33][C:34]([CH2:37][CH2:38][CH2:39][C:40]([OH:42])=[O:41])=[CH:35][CH:36]=2)=[O:29])[CH:5]=[CH:6][CH:7]=1. The yield is 0.972.